From a dataset of Forward reaction prediction with 1.9M reactions from USPTO patents (1976-2016). Predict the product of the given reaction. Given the reactants [OH:1][C:2]1[CH:3]=[CH:4][C:5]2[CH:9]=[C:8]([C:10]([O:12][CH3:13])=[O:11])[S:7][C:6]=2[CH:14]=1.[CH2:15](Br)[C:16]#[CH:17].C(=O)([O-])[O-].[K+].[K+].C(#N)C, predict the reaction product. The product is: [CH2:17]([O:1][C:2]1[CH:3]=[CH:4][C:5]2[CH:9]=[C:8]([C:10]([O:12][CH3:13])=[O:11])[S:7][C:6]=2[CH:14]=1)[C:16]#[CH:15].